Task: Predict the reaction yield, written as a fraction of the theoretical maximum amount of product (1.0 means a 100% yield; for example, 0.34 means a 34% yield).. Dataset: Reaction yield outcomes from USPTO patents with 853,638 reactions (1) The reactants are [F:1][C:2]1[CH:9]=[CH:8][C:5]([CH2:6][NH2:7])=[CH:4][CH:3]=1.O=[C:11]1[CH2:16][CH2:15][N:14]([C:17]([O:19][CH2:20][C:21]2[CH:26]=[CH:25][CH:24]=[CH:23][CH:22]=2)=[O:18])[CH2:13][CH2:12]1.C([BH3-])#N.[Na+]. The catalyst is CO.C(O)(=O)C. The product is [CH2:20]([O:19][C:17]([N:14]1[CH2:15][CH2:16][CH:11]([NH:7][CH2:6][C:5]2[CH:8]=[CH:9][C:2]([F:1])=[CH:3][CH:4]=2)[CH2:12][CH2:13]1)=[O:18])[C:21]1[CH:22]=[CH:23][CH:24]=[CH:25][CH:26]=1. The yield is 0.600. (2) The catalyst is C(Cl)Cl. The product is [O:3]=[C:1]1[CH:25]2[CH2:26][C:21]3([NH:28][C:29](=[O:35])[O:30][C:31]([CH3:33])([CH3:32])[CH3:34])[CH2:20][CH:19]([CH2:27][CH:23]([CH2:22]3)[O:4]1)[CH2:18]2. The yield is 0.850. The reactants are [C:1]([O-:4])([OH:3])=O.[Na+].C1C=C(Cl)C=C(C(OO)=O)C=1.O=[C:18]1[CH:25]2[CH2:26][C:21]3([NH:28][C:29](=[O:35])[O:30][C:31]([CH3:34])([CH3:33])[CH3:32])[CH2:22][CH:23]([CH2:27][CH:19]1[CH2:20]3)C2.S(=O)(=O)(O)[O-].[Na+]. (3) The reactants are [F:1][C:2]1([F:25])[CH2:8][CH2:7][N:6]([C:9]2[N:13]([CH3:14])[N:12]=[CH:11][C:10]=2[N+:15]([O-])=O)[CH2:5][CH2:4][CH:3]1[NH:18][C:19](=[O:24])[C:20]([F:23])([F:22])[F:21].CCN(C(C)C)C(C)C.C1CN([P+](ON2N=NC3C=CC=CC2=3)(N2CCCC2)N2CCCC2)CC1.F[P-](F)(F)(F)(F)F.[C:68]([O:72][C:73]([NH:75][C:76]1[S:80][C:79]([C:81]2[C:86]([F:87])=[CH:85][CH:84]=[CH:83][C:82]=2[F:88])=[N:78][C:77]=1[C:89](O)=[O:90])=[O:74])([CH3:71])([CH3:70])[CH3:69]. The catalyst is CO.C(Cl)Cl.[Pd]. The product is [F:1][C:2]1([F:25])[CH:3]([NH:18][C:19](=[O:24])[C:20]([F:23])([F:22])[F:21])[CH2:4][CH2:5][N:6]([C:9]2[N:13]([CH3:14])[N:12]=[CH:11][C:10]=2[NH:15][C:89]([C:77]2[N:78]=[C:79]([C:81]3[C:82]([F:88])=[CH:83][CH:84]=[CH:85][C:86]=3[F:87])[S:80][C:76]=2[NH:75][C:73](=[O:74])[O:72][C:68]([CH3:71])([CH3:70])[CH3:69])=[O:90])[CH2:7][CH2:8]1. The yield is 0.690. (4) The reactants are [Na].F[C:3]1[N:8]=[C:7]([C:9]2([C:13]#[N:14])[CH2:12][CH2:11][CH2:10]2)[CH:6]=[CH:5][CH:4]=1.[CH3:15][OH:16]. No catalyst specified. The product is [CH3:15][O:16][C:3]1[N:8]=[C:7]([C:9]2([C:13]#[N:14])[CH2:12][CH2:11][CH2:10]2)[CH:6]=[CH:5][CH:4]=1. The yield is 0.970.